From a dataset of Forward reaction prediction with 1.9M reactions from USPTO patents (1976-2016). Predict the product of the given reaction. (1) Given the reactants [H-].[Na+].[CH3:3][N:4]1[CH:8]([C:9]([O:11][CH3:12])=[O:10])[CH2:7][NH:6][C:5]1=[O:13].Br.Br[CH2:16][C:17]1[CH:22]=[CH:21][CH:20]=[CH:19][N:18]=1, predict the reaction product. The product is: [CH3:3][N:4]1[CH:8]([C:9]([O:11][CH3:12])=[O:10])[CH2:7][N:6]([CH2:16][C:17]2[CH:22]=[CH:21][CH:20]=[CH:19][N:18]=2)[C:5]1=[O:13]. (2) Given the reactants [CH2:1](OC1C=CC(C(C2C=C[C:18]([O:21][CH2:22][CH:23]3O[CH2:24]3)=CC=2)(C)C)=CC=1)[CH:2]1[O:4][CH2:3]1.C(OC(COCCCC)CCC)C1[O:29]C1.OC1C=CC(C(C2C=CC(O)=CC=2)(C)C)=CC=1.C(C1OC1)Cl.C1C=C(CC2C(O)=CC=CC=2)C(O)=CC=1.C1(O)C=CC=CC=1.C1C=CC(CNC(CN2C3C(=CC=CC=3)C(C=O)=C2)=O)=CC=1.O1C=CC=C1.NC(OCC)=O.C(OCC1OC1)C1OC1.[OH2:127], predict the reaction product. The product is: [C:18]1(=[O:29])[O:21][C:22](=[O:127])[CH:23]=[CH:24]1.[C:3]([OH:4])(=[O:127])[CH:2]=[CH2:1]. (3) Given the reactants [CH:1]1([C:7]2[S:25][C:10]3[N:11]=[C:12]([CH3:24])[N:13]=[C:14]([CH2:15][N:16]4[CH2:21][CH2:20][O:19][CH2:18][C@@H:17]4[CH2:22][OH:23])[C:9]=3[CH:8]=2)[CH2:6][CH2:5][CH2:4][CH2:3][CH2:2]1.[CH3:26]N(C=O)C.[H-].[Na+].CI, predict the reaction product. The product is: [CH:1]1([C:7]2[S:25][C:10]3[N:11]=[C:12]([CH3:24])[N:13]=[C:14]([CH2:15][N:16]4[CH2:21][CH2:20][O:19][CH2:18][C@@H:17]4[CH2:22][O:23][CH3:26])[C:9]=3[CH:8]=2)[CH2:2][CH2:3][CH2:4][CH2:5][CH2:6]1. (4) Given the reactants [C:1]([O:5][C:6]([N:8]1[CH2:13][CH2:12][CH2:11][CH2:10][C@H:9]1[CH2:14][NH2:15])=[O:7])([CH3:4])([CH3:3])[CH3:2].Cl[C:17]1[CH:26]=[N:25][C:24]2[C:19](=[CH:20][C:21]([F:28])=[C:22]([F:27])[CH:23]=2)[N:18]=1, predict the reaction product. The product is: [C:1]([O:5][C:6]([N:8]1[CH2:13][CH2:12][CH2:11][CH2:10][C@H:9]1[CH2:14][NH:15][C:26]1[CH:17]=[N:18][C:19]2[C:24](=[CH:23][C:22]([F:27])=[C:21]([F:28])[CH:20]=2)[N:25]=1)=[O:7])([CH3:4])([CH3:3])[CH3:2]. (5) Given the reactants C(OC([N:8]1[C:13]2[CH:14]=[C:15]([Cl:20])[C:16]([O:18][CH3:19])=[CH:17][C:12]=2[O:11][CH:10]([C:21]([N:23]2[CH2:28][CH2:27][C:26]([CH2:31][C:32]3[CH:37]=[CH:36][C:35]([F:38])=[CH:34][CH:33]=3)([CH2:29][OH:30])[CH2:25][CH2:24]2)=[O:22])[CH2:9]1)=O)(C)(C)C.FC(F)(F)C(O)=O, predict the reaction product. The product is: [Cl:20][C:15]1[C:16]([O:18][CH3:19])=[CH:17][C:12]2[O:11][CH:10]([C:21]([N:23]3[CH2:24][CH2:25][C:26]([CH2:31][C:32]4[CH:33]=[CH:34][C:35]([F:38])=[CH:36][CH:37]=4)([CH2:29][OH:30])[CH2:27][CH2:28]3)=[O:22])[CH2:9][NH:8][C:13]=2[CH:14]=1.